From a dataset of Catalyst prediction with 721,799 reactions and 888 catalyst types from USPTO. Predict which catalyst facilitates the given reaction. (1) Reactant: [CH3:1][O:2][C:3](=[O:7])[C@@H:4]([CH3:6])[NH2:5].[CH2:8]1[CH2:14][S:11](=[O:13])(=[O:12])[O:10][CH2:9]1. Product: [CH3:1][O:2][C:3](=[O:7])[C@H:4]([NH:5][CH2:9][CH2:8][CH2:14][S:11]([OH:13])(=[O:12])=[O:10])[CH3:6]. The catalyst class is: 10. (2) Reactant: Cl[C:2]1[CH:7]=[C:6]([N+:8]([O-:10])=[O:9])[C:5]([CH3:11])=[CH:4][N+:3]=1[O-:12].[NH2:13][C@@H:14]([CH2:17][CH3:18])[CH2:15][OH:16]. Product: [OH:16][CH2:15][C@@H:14]([NH:13][C:2]1[CH:7]=[C:6]([N+:8]([O-:10])=[O:9])[C:5]([CH3:11])=[CH:4][N+:3]=1[O-:12])[CH2:17][CH3:18]. The catalyst class is: 8. (3) Reactant: [C-:1]#[N:2].[K+].Br[CH2:5][C:6]([C:8]1[CH:13]=[CH:12][C:11]([C:14]2[CH:19]=[CH:18][CH:17]=[CH:16][CH:15]=2)=[CH:10][CH:9]=1)=[O:7]. Product: [C:11]1([C:14]2[CH:19]=[CH:18][CH:17]=[CH:16][CH:15]=2)[CH:12]=[CH:13][C:8]([C:6](=[O:7])[CH2:5][C:1]#[N:2])=[CH:9][CH:10]=1. The catalyst class is: 578. (4) Reactant: [CH:1]1([C:4](Cl)=[O:5])[CH2:3][CH2:2]1.C([O:9][C:10](=[O:41])[CH2:11][C:12]1[CH:13]=[C:14]([C:20]2[CH:25]=[CH:24][C:23]([F:26])=[CH:22][C:21]=2[CH2:27][N:28](C(OCC2C=CC=CC=2)=O)[CH2:29][CH3:30])[C:15]([O:18][CH3:19])=[CH:16][CH:17]=1)C.[Li+].[OH-]. Product: [CH:1]1([C:4]([N:28]([CH2:27][C:21]2[CH:22]=[C:23]([F:26])[CH:24]=[CH:25][C:20]=2[C:14]2[C:15]([O:18][CH3:19])=[CH:16][CH:17]=[C:12]([CH2:11][C:10]([OH:41])=[O:9])[CH:13]=2)[CH2:29][CH3:30])=[O:5])[CH2:3][CH2:2]1. The catalyst class is: 1. (5) Reactant: [OH-].[Na+:2].[NH2:3][C:4]1[CH:24]=[C:23]([Cl:25])[C:7]2[O:8][C:9]3[C:18]([CH3:19])=[CH:17][C:16]([C:20]([OH:22])=[O:21])=[CH:15][C:10]=3[S:11](=[O:14])(=[O:13])[CH2:12][C:6]=2[CH:5]=1. Product: [Na+:2].[NH2:3][C:4]1[CH:24]=[C:23]([Cl:25])[C:7]2[O:8][C:9]3[C:18]([CH3:19])=[CH:17][C:16]([C:20]([O-:22])=[O:21])=[CH:15][C:10]=3[S:11](=[O:13])(=[O:14])[CH2:12][C:6]=2[CH:5]=1. The catalyst class is: 72. (6) Reactant: [C:1]([CH:5]1[CH:9]([N+:10]([O-])=O)[CH2:8][N:7]([CH2:13][C:14]2[CH:19]=[CH:18][CH:17]=[CH:16][CH:15]=2)[CH2:6]1)([CH3:4])([CH3:3])[CH3:2]. Product: [C:1]([CH:5]1[CH2:6][N:7]([CH2:13][C:14]2[CH:15]=[CH:16][CH:17]=[CH:18][CH:19]=2)[CH2:8][CH:9]1[NH2:10])([CH3:4])([CH3:2])[CH3:3]. The catalyst class is: 94.